This data is from Forward reaction prediction with 1.9M reactions from USPTO patents (1976-2016). The task is: Predict the product of the given reaction. (1) Given the reactants [NH2:1][C:2]1[CH:7]=[CH:6][C:5]([C:8]2[CH:16]=[C:15]3[C:11]([CH2:12][N:13]([C@@H:18]([CH:23]([CH3:25])[CH3:24])[C:19]([O:21][CH3:22])=[O:20])[C:14]3=[O:17])=[CH:10][CH:9]=2)=[CH:4][CH:3]=1.[C:26]([C:28]1[CH:29]=[C:30]([N:34]=[C:35]=[O:36])[CH:31]=[CH:32][CH:33]=1)#[N:27], predict the reaction product. The product is: [C:26]([C:28]1[CH:29]=[C:30]([NH:34][C:35](=[O:36])[NH:1][C:2]2[CH:3]=[CH:4][C:5]([C:8]3[CH:16]=[C:15]4[C:11]([CH2:12][N:13]([C@@H:18]([CH:23]([CH3:25])[CH3:24])[C:19]([O:21][CH3:22])=[O:20])[C:14]4=[O:17])=[CH:10][CH:9]=3)=[CH:6][CH:7]=2)[CH:31]=[CH:32][CH:33]=1)#[N:27]. (2) The product is: [CH3:35][CH:34]([N:37]([CH2:6][C@H:7]1[CH2:12][N:11]([S:13]([C:16]2[S:17][CH:18]=[CH:19][CH:20]=2)(=[O:15])=[O:14])[CH2:10][CH2:9][N:8]1[C:21]1[CH:22]=[CH:23][C:24]([C:27]([OH:33])([CH3:32])[C:28]([F:29])([F:30])[F:31])=[CH:25][CH:26]=1)[CH:38]([CH3:40])[CH3:39])[CH3:36]. Given the reactants CS(O[CH2:6][C@H:7]1[CH2:12][N:11]([S:13]([C:16]2[S:17][CH:18]=[CH:19][CH:20]=2)(=[O:15])=[O:14])[CH2:10][CH2:9][N:8]1[C:21]1[CH:26]=[CH:25][C:24]([C:27]([OH:33])([CH3:32])[C:28]([F:31])([F:30])[F:29])=[CH:23][CH:22]=1)(=O)=O.[CH:34]([NH:37][CH:38]([CH3:40])[CH3:39])([CH3:36])[CH3:35].C(=O)([O-])[O-].[K+].[K+], predict the reaction product. (3) Given the reactants [NH2:1][C:2]1[CH:3]=[CH:4][C:5]([N:9]2[CH2:14][CH2:13][CH2:12][C@@H:11]([C:15]([N:17]3[CH2:21][CH2:20][CH2:19][CH2:18]3)=[O:16])[CH2:10]2)=[N:6][C:7]=1[NH2:8].[CH3:22][N:23]1[C:27]([C:28]2([C:31](=N)OCC)[CH2:30][CH2:29]2)=[N:26][CH:25]=[N:24]1.[S].C(O)(=O)C, predict the reaction product. The product is: [CH3:22][N:23]1[C:27]([C:28]2([C:31]3[NH:8][C:7]4=[N:6][C:5]([N:9]5[CH2:14][CH2:13][CH2:12][C@@H:11]([C:15]([N:17]6[CH2:21][CH2:20][CH2:19][CH2:18]6)=[O:16])[CH2:10]5)=[CH:4][CH:3]=[C:2]4[N:1]=3)[CH2:30][CH2:29]2)=[N:26][CH:25]=[N:24]1. (4) Given the reactants [NH2:1][CH:2]1[CH2:7][CH2:6][C:5](=[O:8])[CH2:4][CH2:3]1.[C:9](Cl)(=[O:11])[CH3:10].C(=O)([O-])[O-].[K+].[K+], predict the reaction product. The product is: [O:8]=[C:5]1[CH2:6][CH2:7][CH:2]([NH:1][C:9](=[O:11])[CH3:10])[CH2:3][CH2:4]1. (5) Given the reactants [Br:1][C:2]1[C:3]([CH3:10])=[N:4][C:5]([OH:9])=[N:6][C:7]=1[CH3:8].Cl[C:12]([F:17])([F:16])C([O-])=O.[Na+].C(=O)([O-])[O-].[K+].[K+].CN(C)C=O, predict the reaction product. The product is: [Br:1][C:2]1[C:3]([CH3:10])=[N:4][C:5]([O:9][CH:12]([F:17])[F:16])=[N:6][C:7]=1[CH3:8]. (6) The product is: [BrH:12].[Cl:22][C:19]1[CH:20]=[CH:21][C:16]([C:14]2[N:1]=[C:2]3[CH:3]=[CH:4][C:5]([C:8]([O:10][CH3:11])=[O:9])=[CH:6][N:7]3[CH:13]=2)=[CH:17][CH:18]=1. Given the reactants [NH2:1][C:2]1[N:7]=[CH:6][C:5]([C:8]([O:10][CH3:11])=[O:9])=[CH:4][CH:3]=1.[Br:12][CH2:13][C:14]([C:16]1[CH:21]=[CH:20][C:19]([Cl:22])=[CH:18][CH:17]=1)=O, predict the reaction product. (7) Given the reactants COC1C=C(OC)C=CC=1C[N:6]([C:32]1[CH:37]=[CH:36][N:35]=[CH:34][N:33]=1)[S:7]([C:10]1[C:15]([F:16])=[CH:14][C:13]([O:17][C@H:18]2[CH2:23][CH2:22][CH2:21][CH2:20][C@@H:19]2[C:24]2[N:28]([CH2:29][CH3:30])[N:27]=[CH:26][CH:25]=2)=[CH:12][C:11]=1[F:31])(=[O:9])=[O:8].C([SiH](CC)CC)C.FC(F)(F)C(O)=O, predict the reaction product. The product is: [CH2:29]([N:28]1[C:24]([C@H:19]2[CH2:20][CH2:21][CH2:22][CH2:23][C@@H:18]2[O:17][C:13]2[CH:12]=[C:11]([F:31])[C:10]([S:7]([NH:6][C:32]3[CH:37]=[CH:36][N:35]=[CH:34][N:33]=3)(=[O:8])=[O:9])=[C:15]([F:16])[CH:14]=2)=[CH:25][CH:26]=[N:27]1)[CH3:30]. (8) Given the reactants [Br:1][C:2]1[CH:18]=[CH:17][C:5]2[C:6]3[N:7]=[C:8]([C:14]([OH:16])=O)[S:9][C:10]=3[CH2:11][CH2:12][O:13][C:4]=2[CH:3]=1.[C:19]([O:23][C:24]([NH:26][NH:27][CH:28]([CH3:30])[CH3:29])=[O:25])([CH3:22])([CH3:21])[CH3:20].CCN(C(C)C)C(C)C.CN(C(ON1N=NC2C=CC=NC1=2)=[N+](C)C)C.F[P-](F)(F)(F)(F)F, predict the reaction product. The product is: [C:19]([O:23][C:24]([NH:26][N:27]([C:14]([C:8]1[S:9][C:10]2[CH2:11][CH2:12][O:13][C:4]3[CH:3]=[C:2]([Br:1])[CH:18]=[CH:17][C:5]=3[C:6]=2[N:7]=1)=[O:16])[CH:28]([CH3:30])[CH3:29])=[O:25])([CH3:22])([CH3:21])[CH3:20]. (9) Given the reactants [OH-].[Na+].Cl[C:4]1[C:9]([F:10])=[C:8](Cl)[C:7]([F:12])=[C:6](Cl)[C:5]=1[F:14], predict the reaction product. The product is: [F:10][C:9]1[CH:4]=[C:5]([F:14])[CH:6]=[C:7]([F:12])[CH:8]=1. (10) Given the reactants [Br:1][C:2]1[CH:3]=[CH:4][CH:5]=[C:6]2[C:11]=1[NH:10][C:9](=[O:12])[CH:8]=[CH:7]2.[C:13](=O)([O-])[O-].[K+].[K+].CI, predict the reaction product. The product is: [Br:1][C:2]1[CH:3]=[CH:4][CH:5]=[C:6]2[C:11]=1[N:10]=[C:9]([O:12][CH3:13])[CH:8]=[CH:7]2.